This data is from Catalyst prediction with 721,799 reactions and 888 catalyst types from USPTO. The task is: Predict which catalyst facilitates the given reaction. (1) Reactant: [C:1]([Cl:4])(=O)C.[NH2:5][C:6]1([C:12]([OH:14])=[O:13])[CH2:11][CH2:10][CH2:9][CH2:8][CH2:7]1. Product: [ClH:4].[NH2:5][C:6]1([C:12]([O:14][CH3:1])=[O:13])[CH2:11][CH2:10][CH2:9][CH2:8][CH2:7]1. The catalyst class is: 5. (2) Reactant: Br[C:2]1[CH:7]=[C:6]([CH2:8][CH2:9][CH2:10][CH3:11])[CH:5]=[CH:4][C:3]=1[NH:12][C:13](=[O:15])[CH3:14].[C:16]([Cu])#[N:17]. Product: [CH2:8]([C:6]1[CH:5]=[CH:4][C:3]([NH:12][C:13](=[O:15])[CH3:14])=[C:2]([C:16]#[N:17])[CH:7]=1)[CH2:9][CH2:10][CH3:11]. The catalyst class is: 37. (3) Reactant: [CH3:1][C@H:2]([NH:11][C:12](=[O:19])[CH2:13][C:14](=[O:18])[CH2:15][CH2:16][CH3:17])[CH2:3][C:4]1([CH3:10])[O:9]CCCO1. Product: [CH3:1][C@H:2]([NH:11][C:12](=[O:19])[CH2:13][C:14](=[O:18])[CH2:15][CH2:16][CH2:17][CH2:1][CH2:2][CH2:3][CH3:4])[CH2:3][C:4](=[O:9])[CH3:10]. The catalyst class is: 15. (4) Reactant: [CH:1]1[C:10]2[C:5](=[CH:6][CH:7]=[CH:8][CH:9]=2)[CH:4]=[C:3]([NH:11][C:12](=[O:32])[O:13][CH2:14][C@@H:15]([N:18]([CH3:31])[C:19]([NH:21][CH2:22][C:23]2[CH:28]=[CH:27][CH:26]=[C:25]([F:29])[C:24]=2[Cl:30])=[O:20])[CH2:16][NH2:17])[N:2]=1.FC(F)(F)S(O[CH2:39][CH:40]([F:42])[F:41])(=O)=O.CCN(C(C)C)C(C)C. Product: [CH:1]1[C:10]2[C:5](=[CH:6][CH:7]=[CH:8][CH:9]=2)[CH:4]=[C:3]([NH:11][C:12](=[O:32])[O:13][CH2:14][C@@H:15]([N:18]([CH3:31])[C:19]([NH:21][CH2:22][C:23]2[CH:28]=[CH:27][CH:26]=[C:25]([F:29])[C:24]=2[Cl:30])=[O:20])[CH2:16][NH:17][CH2:39][CH:40]([F:42])[F:41])[N:2]=1. The catalyst class is: 1. (5) Reactant: Br[C:2]1[C:6]2[CH2:7][N:8]([C:11](=[O:13])[CH3:12])[CH2:9][CH2:10][C:5]=2[N:4]([C@H:14]2[CH2:18][CH2:17][O:16][CH2:15]2)[N:3]=1.[CH:19]1([CH:22]2[CH2:31][C:30]3[C:25](=[CH:26][CH:27]=[CH:28][CH:29]=3)[NH:24][CH2:23]2)[CH2:21][CH2:20]1.C1(P(C2CCCCC2)C2C=CC=CC=2C2C(OC(C)C)=CC=CC=2OC(C)C)CCCCC1.COC(C)(C)C.C(O[Na])(C)(C)C. Product: [CH:19]1([CH:22]2[CH2:31][C:30]3[C:25](=[CH:26][CH:27]=[CH:28][CH:29]=3)[N:24]([C:2]3[C:6]4[CH2:7][N:8]([C:11](=[O:13])[CH3:12])[CH2:9][CH2:10][C:5]=4[N:4]([C@H:14]4[CH2:18][CH2:17][O:16][CH2:15]4)[N:3]=3)[CH2:23]2)[CH2:21][CH2:20]1. The catalyst class is: 225.